Regression. Given two drug SMILES strings and cell line genomic features, predict the synergy score measuring deviation from expected non-interaction effect. From a dataset of NCI-60 drug combinations with 297,098 pairs across 59 cell lines. (1) Drug 1: CC(C1=C(C=CC(=C1Cl)F)Cl)OC2=C(N=CC(=C2)C3=CN(N=C3)C4CCNCC4)N. Drug 2: C1CC(=O)NC(=O)C1N2CC3=C(C2=O)C=CC=C3N. Cell line: CCRF-CEM. Synergy scores: CSS=28.3, Synergy_ZIP=-5.04, Synergy_Bliss=-4.32, Synergy_Loewe=-30.4, Synergy_HSA=-4.26. (2) Drug 1: B(C(CC(C)C)NC(=O)C(CC1=CC=CC=C1)NC(=O)C2=NC=CN=C2)(O)O. Drug 2: CN1C=C(C=N1)C2=C3N=C(C(=C(N3N=C2)N)Br)C4CCCNC4. Cell line: T-47D. Synergy scores: CSS=47.9, Synergy_ZIP=6.85, Synergy_Bliss=7.56, Synergy_Loewe=-32.7, Synergy_HSA=3.77. (3) Drug 1: CC1=C(C(=O)C2=C(C1=O)N3CC4C(C3(C2COC(=O)N)OC)N4)N. Drug 2: C1CCC(C(C1)N)N.C(=O)(C(=O)[O-])[O-].[Pt+4]. Cell line: HOP-92. Synergy scores: CSS=-13.6, Synergy_ZIP=2.41, Synergy_Bliss=-7.86, Synergy_Loewe=-21.0, Synergy_HSA=-21.3. (4) Drug 1: CS(=O)(=O)CCNCC1=CC=C(O1)C2=CC3=C(C=C2)N=CN=C3NC4=CC(=C(C=C4)OCC5=CC(=CC=C5)F)Cl. Drug 2: C(=O)(N)NO. Cell line: UACC-257. Synergy scores: CSS=2.27, Synergy_ZIP=0.834, Synergy_Bliss=2.62, Synergy_Loewe=2.91, Synergy_HSA=1.89.